From a dataset of Full USPTO retrosynthesis dataset with 1.9M reactions from patents (1976-2016). Predict the reactants needed to synthesize the given product. (1) Given the product [Cl:42][C:43]1[CH:53]=[CH:52][C:46]([O:47][CH2:48][C:49]([N:36]2[CH2:41][CH2:40][N:39]([CH:26]([C:11]3[N:10]([C:5]4[CH:6]=[CH:7][CH:8]=[CH:9][C:4]=4[O:3][CH2:1][CH3:2])[C:15](=[O:16])[C:14]4[CH:17]=[N:18][N:19]([C:20]5[CH:25]=[CH:24][CH:23]=[CH:22][CH:21]=5)[C:13]=4[N:12]=3)[CH3:27])[CH2:38][CH2:37]2)=[O:50])=[CH:45][CH:44]=1, predict the reactants needed to synthesize it. The reactants are: [CH2:1]([O:3][C:4]1[CH:9]=[CH:8][CH:7]=[CH:6][C:5]=1[N:10]1[C:15](=[O:16])[C:14]2[CH:17]=[N:18][N:19]([C:20]3[CH:25]=[CH:24][CH:23]=[CH:22][CH:21]=3)[C:13]=2[N:12]=[C:11]1[CH2:26][CH3:27])[CH3:2].BrN1C(=O)CCC1=O.[NH:36]1[CH2:41][CH2:40][NH:39][CH2:38][CH2:37]1.[Cl:42][C:43]1[CH:53]=[CH:52][C:46]([O:47][CH2:48][C:49](Cl)=[O:50])=[CH:45][CH:44]=1. (2) Given the product [CH:12]([C:6]1[N:7]=[C:8]2[C:3]([C:2]([NH:22][C:20]3[CH:21]=[C:16]([CH3:15])[CH:17]=[CH:18][C:19]=3[S:23][C:24]3[CH:25]=[CH:26][CH:27]=[CH:28][CH:29]=3)=[CH:11][CH:10]=[N:9]2)=[CH:4][CH:5]=1)([CH3:14])[CH3:13], predict the reactants needed to synthesize it. The reactants are: Cl[C:2]1[CH:11]=[CH:10][N:9]=[C:8]2[C:3]=1[CH:4]=[CH:5][C:6]([CH:12]([CH3:14])[CH3:13])=[N:7]2.[CH3:15][C:16]1[CH:17]=[CH:18][C:19]([S:23][C:24]2[CH:29]=[CH:28][CH:27]=[CH:26][CH:25]=2)=[C:20]([NH2:22])[CH:21]=1. (3) Given the product [CH3:14][O:13][C:9]1[CH:8]=[C:7]([N:1]2[CH2:2][CH2:3][O:4][CH2:5][CH2:6]2)[CH:12]=[CH:11][CH:10]=1, predict the reactants needed to synthesize it. The reactants are: [N:1]1([C:7]2[CH:8]=[C:9]([OH:13])[CH:10]=[CH:11][CH:12]=2)[CH2:6][CH2:5][O:4][CH2:3][CH2:2]1.[C:14]([O-])([O-])=O.[K+].[K+].IC. (4) The reactants are: [Cl:1][C:2]1[C:3]([F:9])=[C:4]([CH:6]=[CH:7][CH:8]=1)[NH2:5].Br.Br[CH:12]([C:14]1[CH:15]=[C:16]([C:31]([N:33]([CH3:35])[CH3:34])=[O:32])[CH:17]=[C:18]2[C:23]=1[O:22][C:21]([N:24]1[CH2:29][CH2:28][O:27][CH2:26][CH2:25]1)=[CH:20][C:19]2=[O:30])[CH3:13]. Given the product [Cl:1][C:2]1[C:3]([F:9])=[C:4]([NH:5][CH:12]([C:14]2[CH:15]=[C:16]([C:31]([N:33]([CH3:35])[CH3:34])=[O:32])[CH:17]=[C:18]3[C:23]=2[O:22][C:21]([N:24]2[CH2:29][CH2:28][O:27][CH2:26][CH2:25]2)=[CH:20][C:19]3=[O:30])[CH3:13])[CH:6]=[CH:7][CH:8]=1, predict the reactants needed to synthesize it. (5) Given the product [Br:2][CH:11]([C:5]1[CH:10]=[CH:9][CH:8]=[CH:7][CH:6]=1)[CH2:12][CH2:13][CH2:14][CH3:15], predict the reactants needed to synthesize it. The reactants are: P(Br)(Br)[Br:2].[C:5]1([CH:11](O)[CH2:12][CH2:13][CH2:14][CH3:15])[CH:10]=[CH:9][CH:8]=[CH:7][CH:6]=1. (6) Given the product [CH3:16][N:17]([CH3:19])[CH:18]=[CH:10][C:9]([C:6]1[CH:5]=[CH:4][C:3]([C:2]([F:12])([F:13])[F:1])=[CH:8][CH:7]=1)=[O:11], predict the reactants needed to synthesize it. The reactants are: [F:1][C:2]([F:13])([F:12])[C:3]1[CH:8]=[CH:7][C:6]([C:9](=[O:11])[CH3:10])=[CH:5][CH:4]=1.CO[CH:16](OC)[N:17]([CH3:19])[CH3:18]. (7) Given the product [CH3:9][C:4]1[CH:3]=[C:2]([B:10]2[O:14][C:13]([CH3:16])([CH3:15])[C:12]([CH3:18])([CH3:17])[O:11]2)[CH:8]=[CH:7][C:5]=1[NH2:6], predict the reactants needed to synthesize it. The reactants are: Br[C:2]1[CH:8]=[CH:7][C:5]([NH2:6])=[C:4]([CH3:9])[CH:3]=1.[B:10]1([B:10]2[O:14][C:13]([CH3:16])([CH3:15])[C:12]([CH3:18])([CH3:17])[O:11]2)[O:14][C:13]([CH3:16])([CH3:15])[C:12]([CH3:18])([CH3:17])[O:11]1.C([O-])(=O)C.[K+].